This data is from Forward reaction prediction with 1.9M reactions from USPTO patents (1976-2016). The task is: Predict the product of the given reaction. (1) Given the reactants [C:1]([C:5]1[N:10]=[CH:9][C:8]([C:11]2[N:12]([C:32](Cl)=[O:33])[C@@:13]([C:25]3[CH:30]=[CH:29][C:28]([Cl:31])=[CH:27][CH:26]=3)([CH3:24])[C@@:14]([C:17]3[CH:22]=[CH:21][C:20]([Cl:23])=[CH:19][CH:18]=3)([CH3:16])[N:15]=2)=[C:7]([O:35][CH2:36][CH3:37])[CH:6]=1)([CH3:4])([CH3:3])[CH3:2].[CH2:38]([S:40]([N:43]1[CH2:48][CH2:47][NH:46][CH2:45][CH2:44]1)(=[O:42])=[O:41])[CH3:39], predict the reaction product. The product is: [C:1]([C:5]1[N:10]=[CH:9][C:8]([C:11]2[N:12]([C:32]([N:46]3[CH2:45][CH2:44][N:43]([S:40]([CH2:38][CH3:39])(=[O:41])=[O:42])[CH2:48][CH2:47]3)=[O:33])[C@@:13]([C:25]3[CH:26]=[CH:27][C:28]([Cl:31])=[CH:29][CH:30]=3)([CH3:24])[C@@:14]([C:17]3[CH:22]=[CH:21][C:20]([Cl:23])=[CH:19][CH:18]=3)([CH3:16])[N:15]=2)=[C:7]([O:35][CH2:36][CH3:37])[CH:6]=1)([CH3:2])([CH3:4])[CH3:3]. (2) Given the reactants [O:1]1[CH2:6][CH2:5][N:4]([C:7]2[CH:8]=[C:9]3[C:15]([C:16]([O:18][CH3:19])=[O:17])=[N:14][N:13](COCC[Si](C)(C)C)[C:10]3=[N:11][CH:12]=2)[CH2:3][CH2:2]1.Cl, predict the reaction product. The product is: [O:1]1[CH2:2][CH2:3][N:4]([C:7]2[CH:8]=[C:9]3[C:15]([C:16]([O:18][CH3:19])=[O:17])=[N:14][NH:13][C:10]3=[N:11][CH:12]=2)[CH2:5][CH2:6]1. (3) Given the reactants C([O:4][CH:5]1[CH2:16][CH2:15][CH2:14][CH2:13][CH2:12][CH2:11][CH:10]([O:17][C@H:18]2[C@H:23]([O:24]C(=O)C)[C@@H:22]([N:28]([CH3:30])[CH3:29])[CH2:21][C@@H:20]([CH3:31])[O:19]2)[CH2:9][CH2:8][CH2:7][CH2:6]1)(=O)C.C(O)(=O)C.C([O-])([O-])=O.[K+].[K+], predict the reaction product. The product is: [CH3:30][N:28]([CH3:29])[CH:22]1[CH2:21][CH:20]([CH3:31])[O:19][CH:18]([O:17][CH:10]2[CH2:11][CH2:12][CH2:13][CH2:14][CH2:15][CH2:16][CH:5]([OH:4])[CH2:6][CH2:7][CH2:8][CH2:9]2)[CH:23]1[OH:24].